This data is from Forward reaction prediction with 1.9M reactions from USPTO patents (1976-2016). The task is: Predict the product of the given reaction. Given the reactants [CH3:1][C:2]1[CH:29]=[CH:28][C:5]([CH2:6][NH:7][C:8](=[O:27])[CH:9]=[CH:10][C:11]2[CH:16]=[CH:15][C:14]([O:17]CC3C=CC=CC=3)=[C:13]([O:25][CH3:26])[CH:12]=2)=[CH:4][CH:3]=1.C(O)C.C(OCC)(=O)C.Cl, predict the reaction product. The product is: [CH3:1][C:2]1[CH:3]=[CH:4][C:5]([CH2:6][NH:7][C:8](=[O:27])[CH2:9][CH2:10][C:11]2[CH:16]=[CH:15][C:14]([OH:17])=[C:13]([O:25][CH3:26])[CH:12]=2)=[CH:28][CH:29]=1.